This data is from Forward reaction prediction with 1.9M reactions from USPTO patents (1976-2016). The task is: Predict the product of the given reaction. (1) Given the reactants Cl[C:2]1[CH:3]=[C:4]([CH:9]=[C:10]([CH3:12])[N:11]=1)[C:5]([O:7][CH3:8])=[O:6].[C:13]([O:16][C:17]([CH3:22])([CH3:21])[C:18]([NH2:20])=[O:19])(=[O:15])[CH3:14], predict the reaction product. The product is: [C:13]([O:16][C:17]([CH3:22])([CH3:21])[C:18]([NH:20][C:2]1[CH:3]=[C:4]([CH:9]=[C:10]([CH3:12])[N:11]=1)[C:5]([O:7][CH3:8])=[O:6])=[O:19])(=[O:15])[CH3:14]. (2) Given the reactants [Cl:1][C:2]1[N:7]=[C:6]([Cl:8])[C:5]([NH2:9])=[CH:4][N:3]=1.[O:10]1[CH2:14][CH2:13][CH:12]([CH:15]=O)[CH2:11]1.C(O[BH-](OC(=O)C)OC(=O)C)(=O)C.[Na+], predict the reaction product. The product is: [Cl:1][C:2]1[N:7]=[C:6]([Cl:8])[C:5]([NH:9][CH2:15][CH:12]2[CH2:13][CH2:14][O:10][CH2:11]2)=[CH:4][N:3]=1. (3) The product is: [CH2:21]([O:25][C:26](=[O:27])[NH:15][C@H:20]([CH2:9][NH:8][C:6]([O:5][C:1]([CH3:2])([CH3:3])[CH3:4])=[O:7])[CH2:19][OH:18])[C:22]1[CH:24]=[CH:35][CH:31]=[CH:32][CH:23]=1. Given the reactants [C:1]([O:5][C:6]([NH:8][CH:9](C)C(O)=O)=[O:7])([CH3:4])([CH3:3])[CH3:2].C[N:15]1[CH2:20][CH2:19][O:18]CC1.[CH2:21]([O:25][C:26](Cl)=[O:27])[CH:22]([CH3:24])[CH3:23].[BH4-].[Na+].[CH2:31]1[CH2:35]OC[CH2:32]1, predict the reaction product. (4) Given the reactants [Br:1][C:2]1[N:7]=[CH:6][C:5]([CH2:8][CH2:9][C:10]([OH:12])=O)=[CH:4][CH:3]=1.[B-](F)(F)(F)F.CCOC(C(C#N)=NOC(N(C)C)=[N+](C)C)=O.[NH:35]1[CH2:40][CH2:39][CH2:38][CH2:37][CH2:36]1, predict the reaction product. The product is: [Br:1][C:2]1[N:7]=[CH:6][C:5]([CH2:8][CH2:9][C:10]([N:35]2[CH2:40][CH2:39][CH2:38][CH2:37][CH2:36]2)=[O:12])=[CH:4][CH:3]=1. (5) Given the reactants [OH:1][C@:2]1([CH2:9][NH:10][C:11]([C:13]2[C:14]3[CH:15]=[CH:16][C:17](Cl)=[N:18][C:19]=3[CH:20]=[CH:21][C:22]=2[Cl:23])=[O:12])[CH2:7][CH2:6][CH2:5][C@@H:4]([CH3:8])[CH2:3]1.CC[N:27]([CH:31]([CH3:33])[CH3:32])[CH:28]([CH3:30])C.[OH:34]C[C@H]1CCNC1, predict the reaction product. The product is: [OH:1][C@:2]1([CH2:9][NH:10][C:11]([C:13]2[C:14]3[CH:15]=[CH:16][C:17]([N:27]4[CH2:28][CH2:30][CH:33]([OH:34])[C@@H:31]4[CH3:32])=[N:18][C:19]=3[CH:20]=[CH:21][C:22]=2[Cl:23])=[O:12])[CH2:7][CH2:6][CH2:5][C@@H:4]([CH3:8])[CH2:3]1.